The task is: Regression. Given a peptide amino acid sequence and an MHC pseudo amino acid sequence, predict their binding affinity value. This is MHC class I binding data.. This data is from Peptide-MHC class I binding affinity with 185,985 pairs from IEDB/IMGT. The peptide sequence is TEQAIEDVW. The MHC is Mamu-B17 with pseudo-sequence Mamu-B17. The binding affinity (normalized) is 0.162.